From a dataset of Forward reaction prediction with 1.9M reactions from USPTO patents (1976-2016). Predict the product of the given reaction. (1) Given the reactants [NH2:1][C:2]1[CH:10]=[CH:9][C:8]([I:11])=[CH:7][C:3]=1[C:4]([OH:6])=[O:5].[C:12](OC(=O)C)(=O)[CH3:13], predict the reaction product. The product is: [I:11][C:8]1[CH:9]=[CH:10][C:2]2[N:1]=[C:12]([CH3:13])[O:5][C:4](=[O:6])[C:3]=2[CH:7]=1. (2) The product is: [C:26]1([C:7]2[S:6][C:5]([C:3]([OH:4])=[O:2])=[C:9]([N:10]([CH:20]3[CH2:21][O:22][CH2:23][O:24][CH2:25]3)[C:11]([C@H:13]3[CH2:14][CH2:15][C@H:16]([CH3:19])[CH2:17][CH2:18]3)=[O:12])[CH:8]=2)[CH2:31][CH2:30][CH2:29][CH2:28][CH:27]=1. Given the reactants C[O:2][C:3]([C:5]1[S:6][C:7]([C:26]2[CH2:31][CH2:30][CH2:29][CH2:28][CH:27]=2)=[CH:8][C:9]=1[N:10]([CH:20]1[CH2:25][O:24][CH2:23][O:22][CH2:21]1)[C:11]([C@H:13]1[CH2:18][CH2:17][C@H:16]([CH3:19])[CH2:15][CH2:14]1)=[O:12])=[O:4], predict the reaction product. (3) Given the reactants [CH:1]1[CH:2]=[C:3]([CH2:6][NH:7][C:8]2[C:13]([C:14]([OH:16])=[O:15])=[CH:12][C:11]([S:17]([NH2:20])(=[O:19])=[O:18])=[C:10]([Cl:21])[CH:9]=2)[O:4][CH:5]=1.[CH2:22](O)[CH2:23][OH:24].CN(C=O)C.CCN=C=NCCCN(C)C, predict the reaction product. The product is: [Cl:21][C:10]1[C:11]([S:17](=[O:19])(=[O:18])[NH2:20])=[CH:12][C:13]([C:14]([O:16][CH2:22][CH2:23][OH:24])=[O:15])=[C:8]([NH:7][CH2:6][C:3]2[O:4][CH:5]=[CH:1][CH:2]=2)[CH:9]=1. (4) Given the reactants [Cl:1][C:2]1[CH:3]=[C:4]([NH:19][C:20]2[C:30]3[CH:29]=[C:28]([C:31]([OH:33])=O)[CH2:27][CH2:26][NH:25][C:24]=3[N:23]=[CH:22][N:21]=2)[CH:5]=[CH:6][C:7]=1[O:8][C:9]1[CH:14]=[CH:13][CH:12]=[C:11]([C:15]([F:18])([F:17])[F:16])[CH:10]=1.[OH:34]N1C2C=CC=CC=2N=N1.Cl.C(N=C=NCCCN(C)C)C.[CH2:56]([O:58][CH2:59][CH2:60][NH2:61])[CH3:57].CN(C)[CH:64]=[O:65], predict the reaction product. The product is: [F:16][C:15]([F:18])([F:17])[C:64]([OH:65])=[O:34].[Cl:1][C:2]1[CH:3]=[C:4]([NH:19][C:20]2[C:30]3[CH:29]=[C:28]([C:31]([NH:61][CH2:60][CH2:59][O:58][CH2:56][CH3:57])=[O:33])[CH2:27][CH2:26][NH:25][C:24]=3[N:23]=[CH:22][N:21]=2)[CH:5]=[CH:6][C:7]=1[O:8][C:9]1[CH:14]=[CH:13][CH:12]=[C:11]([C:15]([F:18])([F:16])[F:17])[CH:10]=1. (5) The product is: [Cl:1][C:2]1[CH:8]=[C:7]([CH3:9])[C:6]([S:10][CH2:13][C:12]([F:16])([F:15])[F:11])=[CH:5][C:3]=1[NH2:4]. Given the reactants [Cl:1][C:2]1[CH:8]=[C:7]([CH3:9])[C:6]([SH:10])=[CH:5][C:3]=1[NH2:4].[F:11][C:12]([F:16])([F:15])[CH2:13]I.C(=O)([O-])[O-].[K+].[K+], predict the reaction product.